Dataset: Full USPTO retrosynthesis dataset with 1.9M reactions from patents (1976-2016). Task: Predict the reactants needed to synthesize the given product. (1) Given the product [C:36]1([CH3:46])[CH:37]=[CH:38][C:39]([S:42]([OH:45])(=[O:43])=[O:44])=[CH:40][CH:41]=1.[CH2:1]([O:3][CH2:4][CH2:5][O:6][C:7]1[CH:12]=[C:11]([CH3:13])[C:10]([C:14]2[CH:19]=[CH:18][CH:17]=[C:16]([CH2:20][NH:21][C:22]3[CH:27]=[CH:26][C:25]([CH2:28][CH2:29][C:30]([OH:32])=[O:31])=[C:24]([F:33])[CH:23]=3)[CH:15]=2)=[C:9]([CH3:34])[CH:8]=1)[CH3:2], predict the reactants needed to synthesize it. The reactants are: [CH2:1]([O:3][CH2:4][CH2:5][O:6][C:7]1[CH:12]=[C:11]([CH3:13])[C:10]([C:14]2[CH:19]=[CH:18][CH:17]=[C:16]([CH2:20][NH:21][C:22]3[CH:27]=[CH:26][C:25]([CH2:28][CH2:29][C:30]([OH:32])=[O:31])=[C:24]([F:33])[CH:23]=3)[CH:15]=2)=[C:9]([CH3:34])[CH:8]=1)[CH3:2].O.[C:36]1([CH3:46])[CH:41]=[CH:40][C:39]([S:42]([OH:45])(=[O:44])=[O:43])=[CH:38][CH:37]=1. (2) Given the product [C:20]([C:19]1[CH:22]=[C:15]([C:13]2[CH:12]=[CH:11][N:10]=[C:9]([NH:8][C:5]3[CH:6]=[CH:7][C:2]([NH:1][C:25]([NH:32][CH2:36][CH2:35][CH2:40][OH:41])=[O:26])=[CH:3][CH:4]=3)[N:14]=2)[CH:16]=[CH:17][C:18]=1[O:23][CH3:24])#[N:21], predict the reactants needed to synthesize it. The reactants are: [NH2:1][C:2]1[CH:7]=[CH:6][C:5]([NH:8][C:9]2[N:14]=[C:13]([C:15]3[CH:16]=[CH:17][C:18]([O:23][CH3:24])=[C:19]([CH:22]=3)[C:20]#[N:21])[CH:12]=[CH:11][N:10]=2)=[CH:4][CH:3]=1.[C:25]([N:32]1[CH:36]=[CH:35]N=C1)(N1C=CN=C1)=[O:26].NCC[CH2:40][OH:41]. (3) Given the product [Cl:1][C:2]1[CH:21]=[CH:20][C:5]2[O:6][C:7]3[CH:19]=[CH:18][CH:17]=[CH:16][C:8]=3[C:9]3[C:13]([C:4]=2[CH:3]=1)=[CH:12][S:11][C:10]=3[CH2:14][O:15][CH2:27][CH2:26][CH2:25][N:24]([CH3:29])[CH3:23], predict the reactants needed to synthesize it. The reactants are: [Cl:1][C:2]1[CH:21]=[CH:20][C:5]2[O:6][C:7]3[CH:19]=[CH:18][CH:17]=[CH:16][C:8]=3[C:9]3[C:13]([C:4]=2[CH:3]=1)=[CH:12][S:11][C:10]=3[CH2:14][OH:15].Cl.[CH3:23][N:24]([CH3:29])[CH2:25][CH2:26][CH2:27]Cl. (4) Given the product [CH2:1]([O:8][C:9]1[CH:10]=[C:11]([O:21][C:22]2[CH:23]=[CH:24][C:25]([S:28]([CH3:31])(=[O:30])=[O:29])=[CH:26][CH:27]=2)[CH:12]=[C:13]2[C:17]=1[NH:16][C:15]([C:18]#[N:20])=[CH:14]2)[C:2]1[CH:7]=[CH:6][CH:5]=[CH:4][CH:3]=1, predict the reactants needed to synthesize it. The reactants are: [CH2:1]([O:8][C:9]1[CH:10]=[C:11]([O:21][C:22]2[CH:27]=[CH:26][C:25]([S:28]([CH3:31])(=[O:30])=[O:29])=[CH:24][CH:23]=2)[CH:12]=[C:13]2[C:17]=1[NH:16][C:15]([C:18]([NH2:20])=O)=[CH:14]2)[C:2]1[CH:7]=[CH:6][CH:5]=[CH:4][CH:3]=1.N1C=CC=CC=1.CN(C)C=O.C(Cl)(=O)C(Cl)=O. (5) The reactants are: [Cl:1][C:2]1[CH:7]=[CH:6][C:5]([CH2:8][OH:9])=[CH:4][C:3]=1[O:10][CH2:11][CH2:12][F:13]. Given the product [Cl:1][C:2]1[CH:7]=[CH:6][C:5]([CH:8]=[O:9])=[CH:4][C:3]=1[O:10][CH2:11][CH2:12][F:13], predict the reactants needed to synthesize it. (6) Given the product [CH3:28][O:29][C:30]1[CH:35]=[C:34]([C:2]2[CH:7]=[CH:6][C:5]([C:8]3([N:11]4[CH2:16][CH2:15][C:14]([CH2:23][C:24]([CH3:26])=[CH2:25])([C:17]5[CH:22]=[CH:21][CH:20]=[CH:19][CH:18]=5)[O:13][C:12]4=[O:27])[CH2:10][CH2:9]3)=[CH:4][CH:3]=2)[CH:33]=[CH:32][N:31]=1, predict the reactants needed to synthesize it. The reactants are: Br[C:2]1[CH:7]=[CH:6][C:5]([C:8]2([N:11]3[CH2:16][CH2:15][C:14]([CH2:23][C:24]([CH3:26])=[CH2:25])([C:17]4[CH:22]=[CH:21][CH:20]=[CH:19][CH:18]=4)[O:13][C:12]3=[O:27])[CH2:10][CH2:9]2)=[CH:4][CH:3]=1.[CH3:28][O:29][C:30]1[CH:35]=[C:34](B2OC(C)(C)C(C)(C)O2)[CH:33]=[CH:32][N:31]=1.C([O-])([O-])=O.[Na+].[Na+]. (7) Given the product [CH3:26][C:21]1[CH:20]=[C:19]([NH:18][C:10]2[C:9]3[C:14](=[CH:15][CH:16]=[CH:17][C:8]=3[O:5][CH2:4][C@H:3]([NH:2][CH3:1])[CH3:6])[N:13]=[CH:12][N:11]=2)[CH:24]=[CH:23][C:22]=1[OH:25], predict the reactants needed to synthesize it. The reactants are: [CH3:1][NH:2][C@H:3]([CH3:6])[CH2:4][OH:5].F[C:8]1[CH:17]=[CH:16][CH:15]=[C:14]2[C:9]=1[C:10]([NH:18][C:19]1[CH:24]=[CH:23][C:22]([OH:25])=[C:21]([CH3:26])[CH:20]=1)=[N:11][CH:12]=[N:13]2. (8) Given the product [Br:1][C:2]1[CH:3]=[C:4]2[C:8](=[CH:9][CH:10]=1)[NH:7][C:6](=[O:11])[C:5]2=[C:12]([C:16]1[CH:17]=[CH:18][CH:19]=[CH:20][CH:21]=1)[C:13]([NH:27][C:26]1[CH:28]=[CH:29][C:30]([O:31][CH3:32])=[C:24]([O:23][CH3:22])[CH:25]=1)=[O:15], predict the reactants needed to synthesize it. The reactants are: [Br:1][C:2]1[CH:3]=[C:4]2[C:8](=[CH:9][CH:10]=1)[NH:7][C:6](=[O:11])[C:5]2=[C:12]([C:16]1[CH:21]=[CH:20][CH:19]=[CH:18][CH:17]=1)[C:13]([OH:15])=O.[CH3:22][O:23][C:24]1[CH:25]=[C:26]([CH:28]=[CH:29][C:30]=1[O:31][CH3:32])[NH2:27].F[P-](F)(F)(F)(F)F.N1(O[P+](N(C)C)(N(C)C)N(C)C)C2C=CC=CC=2N=N1. (9) The reactants are: Br[C:2]1[CH:11]=[C:10]2[C:5]([CH:6]=[CH:7][C:8]([C:12]([NH:14][C:15]3[CH:16]=[N:17][CH:18]=[CH:19][C:20]=3[N:21]3[CH2:26][C@H:25]([CH:27]4[CH2:29][CH2:28]4)[C@@H:24]([O:30][Si](C(C)(C)C)(C)C)[C@H:23]([NH:38]C(=O)OC(C)(C)C)[CH2:22]3)=[O:13])=[N:9]2)=[N:4][CH:3]=1.[O:46]1[C:50]2([CH2:55][CH2:54][NH:53][CH2:52][CH2:51]2)[CH2:49][CH2:48][CH2:47]1. Given the product [NH2:38][C@H:23]1[C@H:24]([OH:30])[C@@H:25]([CH:27]2[CH2:28][CH2:29]2)[CH2:26][N:21]([C:20]2[CH:19]=[CH:18][N:17]=[CH:16][C:15]=2[NH:14][C:12]([C:8]2[CH:7]=[CH:6][C:5]3[C:10](=[CH:11][C:2]([N:53]4[CH2:54][CH2:55][C:50]5([O:46][CH2:47][CH2:48][CH2:49]5)[CH2:51][CH2:52]4)=[CH:3][N:4]=3)[N:9]=2)=[O:13])[CH2:22]1, predict the reactants needed to synthesize it. (10) Given the product [CH2:1]([O:5][C:6]([N:8]1[CH2:13][CH2:12][N:11]([C:14](=[O:31])[C@@H:15]([NH2:20])[CH2:16][CH:17]([F:18])[F:19])[CH2:10][CH2:9]1)=[O:7])[CH2:2][CH2:3][CH3:4], predict the reactants needed to synthesize it. The reactants are: [CH2:1]([O:5][C:6]([N:8]1[CH2:13][CH2:12][N:11]([C:14](=[O:31])[C@@H:15]([NH:20]C(OCC2C=CC=CC=2)=O)[CH2:16][CH:17]([F:19])[F:18])[CH2:10][CH2:9]1)=[O:7])[CH2:2][CH2:3][CH3:4].